Dataset: Reaction yield outcomes from USPTO patents with 853,638 reactions. Task: Predict the reaction yield, written as a fraction of the theoretical maximum amount of product (1.0 means a 100% yield; for example, 0.34 means a 34% yield). (1) The catalyst is C1COCC1. The product is [Br:1][C:2]1[CH:17]=[N:16][C:5]2[NH:6][C:7]3[CH:12]=[N:11][C:10]([C:13]#[N:15])=[CH:9][C:8]=3[C:4]=2[CH:3]=1. The reactants are [Br:1][C:2]1[CH:17]=[N:16][C:5]2[NH:6][C:7]3[CH:12]=[N:11][C:10]([C:13]([NH2:15])=O)=[CH:9][C:8]=3[C:4]=2[CH:3]=1.C(N(CC)CC)C.FC(F)(F)C(OC(=O)C(F)(F)F)=O. The yield is 0.490. (2) The reactants are [OH:1][C:2]1[CH:7]=[CH:6][C:5]([C:8]([CH3:14])([CH3:13])[C:9]([O:11][CH3:12])=[O:10])=[CH:4][CH:3]=1.C(#N)C.[Cl-].[Mg+2].[Cl-].[CH2:21]=[O:22]. The catalyst is C(OCC)C.C(N(CC)CC)C. The product is [OH:1][C:2]1[CH:3]=[CH:4][C:5]([C:8]([CH3:14])([CH3:13])[C:9]([O:11][CH3:12])=[O:10])=[CH:6][C:7]=1[CH:21]=[O:22]. The yield is 0.920. (3) The reactants are [OH:1][CH:2]1[CH2:7][CH2:6][CH:5]([C:8](O)=O)[CH2:4][CH2:3]1.[C:11]1([NH2:18])[C:12]([NH2:17])=[CH:13][CH:14]=[CH:15][CH:16]=1.[CH3:19]N(C=O)C. The catalyst is N1C=CC=CC=1. The product is [CH3:19][O:1][CH:2]1[CH2:7][CH2:6][CH:5]([C:8]2[NH:18][C:11]3[CH:16]=[CH:15][CH:14]=[CH:13][C:12]=3[N:17]=2)[CH2:4][CH2:3]1. The yield is 0.710. (4) The reactants are [Br:1][C:2]1[N:3]=[C:4]([CH:8]=O)[N:5]([CH3:7])[CH:6]=1.[Cl-].[CH3:11][C:12]1[N:17]2[N:18]=[C:19]([CH2:21][P+](C3C=CC=CC=3)(C3C=CC=CC=3)C3C=CC=CC=3)[N:20]=[C:16]2[C:15]([CH3:41])=[N:14][CH:13]=1. No catalyst specified. The product is [Br:1][C:2]1[N:3]=[C:4](/[CH:8]=[CH:21]/[C:19]2[N:20]=[C:16]3[C:15]([CH3:41])=[N:14][CH:13]=[C:12]([CH3:11])[N:17]3[N:18]=2)[N:5]([CH3:7])[CH:6]=1. The yield is 0.778. (5) The reactants are [CH3:1][C:2]1[C:6]([C:7]([O:9]C)=[O:8])=[C:5]([C:11]2[CH:16]=[CH:15][CH:14]=[C:13]([CH3:17])[CH:12]=2)[O:4][N:3]=1. The catalyst is O1CCCC1. The product is [CH3:1][C:2]1[C:6]([C:7]([OH:9])=[O:8])=[C:5]([C:11]2[CH:16]=[CH:15][CH:14]=[C:13]([CH3:17])[CH:12]=2)[O:4][N:3]=1. The yield is 0.980. (6) The catalyst is C1(C)C=CC=CC=1. The product is [CH3:34][O:33][C:31]1[CH:30]=[C:29]([CH2:35][CH2:36][C:37]2[CH:38]=[C:39]([NH:42][C:18](=[O:20])[C:17]3[CH:16]=[CH:15][C:14]([N:8]4[CH2:9][C@H:10]([CH3:13])[N:11]([CH3:12])[C@H:6]([CH3:5])[CH2:7]4)=[CH:24][CH:23]=3)[NH:40][N:41]=2)[CH:28]=[C:27]([O:26][CH3:25])[CH:32]=1. The yield is 0.337. The reactants are C[Al](C)C.[CH3:5][C@H:6]1[N:11]([CH3:12])[C@@H:10]([CH3:13])[CH2:9][N:8]([C:14]2[CH:24]=[CH:23][C:17]([C:18]([O:20]CC)=O)=[CH:16][CH:15]=2)[CH2:7]1.[CH3:25][O:26][C:27]1[CH:28]=[C:29]([CH2:35][CH2:36][C:37]2[CH:38]=[C:39]([NH2:42])[NH:40][N:41]=2)[CH:30]=[C:31]([O:33][CH3:34])[CH:32]=1. (7) The reactants are [H-].[Na+].[I-].[CH3:4][S+](C)(C)=O.[CH3:9][C:10]([S:13](/[N:15]=[CH:16]/[C:17]1[CH:22]=[CH:21][C:20]([S:23]([CH2:26][CH2:27][CH3:28])(=[O:25])=[O:24])=[CH:19][CH:18]=1)=[O:14])([CH3:12])[CH3:11]. The catalyst is CS(C)=O. The product is [C:10]([S:13]([N:15]1[CH2:4][CH:16]1[C:17]1[CH:18]=[CH:19][C:20]([S:23]([CH2:26][CH2:27][CH3:28])(=[O:25])=[O:24])=[CH:21][CH:22]=1)=[O:14])([CH3:9])([CH3:11])[CH3:12]. The yield is 0.880. (8) The reactants are [CH3:1][O:2][C:3](=[O:20])[CH:4]([NH:12][C:13]([O:15][C:16]([CH3:19])([CH3:18])[CH3:17])=[O:14])[C:5]1[CH:10]=[CH:9][CH:8]=[C:7]([OH:11])[CH:6]=1.[O:21]1[CH2:26][CH2:25][CH:24](O)[CH2:23][CH2:22]1.C1(P(C2C=CC=CC=2)C2C=CC=CC=2)C=CC=CC=1.N(C(OC(C)(C)C)=O)=NC(OC(C)(C)C)=O. The catalyst is C1COCC1. The product is [CH3:1][O:2][C:3](=[O:20])[CH:4]([NH:12][C:13]([O:15][C:16]([CH3:17])([CH3:19])[CH3:18])=[O:14])[C:5]1[CH:10]=[CH:9][CH:8]=[C:7]([O:11][CH:24]2[CH2:25][CH2:26][O:21][CH2:22][CH2:23]2)[CH:6]=1. The yield is 0.820. (9) The reactants are Cl.[NH2:2][C@H:3]1[C@H:8]2[CH2:9][C@H:5]([CH2:6][CH2:7]2)[C@H:4]1[C:10]([O:12][CH3:13])=[O:11].C([O-])(=O)C.[Na+].[F:19][C:20]1[CH:27]=[CH:26][C:23]([CH:24]=O)=[CH:22][CH:21]=1.C([BH3-])#N.[Na+].C(=O)(O)[O-].[Na+]. The catalyst is CO.C(OCC)(=O)C. The product is [F:19][C:20]1[CH:27]=[CH:26][C:23]([CH2:24][NH:2][C@H:3]2[C@H:8]3[CH2:9][C@H:5]([CH2:6][CH2:7]3)[C@H:4]2[C:10]([O:12][CH3:13])=[O:11])=[CH:22][CH:21]=1. The yield is 0.980. (10) The reactants are [CH2:1]([NH:4][C:5](=[O:11])[O:6][C:7]([CH3:10])([CH3:9])[CH3:8])[CH:2]=[CH2:3].C12BC(CCC1)CCC2.Br[C:22]1[CH:27]=[C:26]([C:28]([F:31])([F:30])[F:29])[CH:25]=[C:24]([C:32]([F:35])([F:34])[F:33])[N:23]=1.C([O-])([O-])=O.[K+].[K+]. The catalyst is C1COCC1.CN(C=O)C.CC([O-])=O.CC([O-])=O.[Pd+2].C1C=CC(P(C2C=CC=CC=2)[C-]2C=CC=C2)=CC=1.C1C=CC(P(C2C=CC=CC=2)[C-]2C=CC=C2)=CC=1.[Fe+2].O. The product is [F:31][C:28]([F:29])([F:30])[C:26]1[CH:25]=[C:24]([C:32]([F:33])([F:34])[F:35])[N:23]=[C:22]([CH2:3][CH2:2][CH2:1][NH:4][C:5](=[O:11])[O:6][C:7]([CH3:10])([CH3:9])[CH3:8])[CH:27]=1. The yield is 0.740.